The task is: Predict the product of the given reaction.. This data is from Forward reaction prediction with 1.9M reactions from USPTO patents (1976-2016). (1) Given the reactants [CH:1]1([N:4]([CH:18]2[CH2:23][CH2:22][NH:21][CH2:20][CH2:19]2)[S:5]([C:8]2[CH:13]=[CH:12][CH:11]=[C:10]([C:14]([F:17])([F:16])[F:15])[CH:9]=2)(=[O:7])=[O:6])[CH2:3][CH2:2]1.C1C=CC2N(O)N=NC=2C=1.CCN=C=NCCCN(C)C.[C:45]([O:49][C:50]([NH:52][C@H:53]1[CH2:58][CH2:57][CH2:56][CH2:55][C@H:54]1[C:59](O)=[O:60])=[O:51])([CH3:48])([CH3:47])[CH3:46], predict the reaction product. The product is: [C:45]([O:49][C:50](=[O:51])[NH:52][C@@H:53]1[CH2:58][CH2:57][CH2:56][CH2:55][C@@H:54]1[C:59]([N:21]1[CH2:22][CH2:23][CH:18]([N:4]([CH:1]2[CH2:3][CH2:2]2)[S:5]([C:8]2[CH:13]=[CH:12][CH:11]=[C:10]([C:14]([F:17])([F:15])[F:16])[CH:9]=2)(=[O:6])=[O:7])[CH2:19][CH2:20]1)=[O:60])([CH3:48])([CH3:46])[CH3:47]. (2) Given the reactants [BH4-].[Na+].[NH2:3][C:4]1[N:8]([C:9]2[CH:14]=[CH:13][CH:12]=[C:11]([Br:15])[CH:10]=2)[N:7]=[C:6]([C:16]([O:18][CH2:19][CH3:20])=[O:17])[C:5]=1[S:21]C#N, predict the reaction product. The product is: [NH2:3][C:4]1[N:8]([C:9]2[CH:14]=[CH:13][CH:12]=[C:11]([Br:15])[CH:10]=2)[N:7]=[C:6]([C:16]([O:18][CH2:19][CH3:20])=[O:17])[C:5]=1[S:21][S:21][C:5]1[C:6]([C:16]([O:18][CH2:19][CH3:20])=[O:17])=[N:7][N:8]([C:9]2[CH:14]=[CH:13][CH:12]=[C:11]([Br:15])[CH:10]=2)[C:4]=1[NH2:3]. (3) Given the reactants [F:1][C:2]1[CH:7]=[CH:6][CH:5]=[C:4]([F:8])[C:3]=1[NH:9][C:10]([C:12]1[CH:16]=[CH:15][N:14]([CH2:17][C:18]2[CH:23]=[CH:22][CH:21]=[CH:20][C:19]=2[O:24][CH2:25][C:26]2[CH:31]=[CH:30][CH:29]=[C:28](I)[CH:27]=2)[N:13]=1)=[O:11].C(=O)([O-])[O-].[Cs+].[Cs+].C1C2[C@@H]3[CH:53](CO)[CH:54]([CH2:55][OH:56])[C@H](C4C3=CC=CC=4)C=2C=CC=1.C(O)CC, predict the reaction product. The product is: [F:1][C:2]1[CH:7]=[CH:6][CH:5]=[C:4]([F:8])[C:3]=1[NH:9][C:10]([C:12]1[CH:16]=[CH:15][N:14]([CH2:17][C:18]2[CH:23]=[CH:22][CH:21]=[CH:20][C:19]=2[O:24][CH2:25][C:26]2[CH:31]=[CH:30][CH:29]=[C:28]([O:56][CH2:55][CH2:54][CH3:53])[CH:27]=2)[N:13]=1)=[O:11].